Dataset: Full USPTO retrosynthesis dataset with 1.9M reactions from patents (1976-2016). Task: Predict the reactants needed to synthesize the given product. (1) Given the product [C:18]([C:14]1[C:11]2[CH2:12][CH2:13][NH:8][CH2:9][C:10]=2[S:16][C:15]=1[NH:17][C:30](=[O:31])[CH2:29][CH:28]([C:23]1[CH:24]=[CH:25][CH:26]=[CH:27][C:22]=1[O:21][CH3:20])[CH3:33])#[N:19], predict the reactants needed to synthesize it. The reactants are: C(OC([N:8]1[CH2:13][CH2:12][C:11]2[C:14]([C:18]#[N:19])=[C:15]([NH2:17])[S:16][C:10]=2[CH2:9]1)=O)(C)(C)C.[CH3:20][O:21][C:22]1[CH:27]=[CH:26][CH:25]=[CH:24][C:23]=1[CH:28]([CH3:33])[CH2:29][C:30](O)=[O:31]. (2) Given the product [CH3:23][N:19]([CH2:20][CH2:21][CH3:22])[C:18]([C:7]1[CH:6]=[C:5]([CH:10]=[C:9]([C:11](=[O:17])[N:12]([CH3:16])[CH2:13][CH2:14][CH3:15])[CH:8]=1)[C:4]([OH:25])=[O:3])=[O:24], predict the reactants needed to synthesize it. The reactants are: C([O:3][C:4](=[O:25])[C:5]1[CH:10]=[C:9]([C:11](=[O:17])[N:12]([CH3:16])[CH2:13][CH2:14][CH3:15])[CH:8]=[C:7]([C:18](=[O:24])[N:19]([CH3:23])[CH2:20][CH2:21][CH3:22])[CH:6]=1)C.[OH-].[Li+].C1COCC1. (3) Given the product [F:1][C:2]1[CH:3]=[CH:4][C:5]([N:8]2[C:16]3[C:11](=[CH:12][C:13]([O:17][C@H:18]([C:22]4[CH:23]=[CH:24][CH:25]=[CH:26][CH:27]=4)[C@@H:19]([NH:21][C:28](=[O:31])[O:29][CH3:30])[CH3:20])=[CH:14][CH:15]=3)[CH:10]=[N:9]2)=[CH:6][CH:7]=1, predict the reactants needed to synthesize it. The reactants are: [F:1][C:2]1[CH:7]=[CH:6][C:5]([N:8]2[C:16]3[C:11](=[CH:12][C:13]([O:17][C@@H:18]([C:22]4[CH:27]=[CH:26][CH:25]=[CH:24][CH:23]=4)[C@H:19]([NH2:21])[CH3:20])=[CH:14][CH:15]=3)[CH:10]=[N:9]2)=[CH:4][CH:3]=1.[C:28](Cl)(=[O:31])[O:29][CH3:30].